From a dataset of Reaction yield outcomes from USPTO patents with 853,638 reactions. Predict the reaction yield, written as a fraction of the theoretical maximum amount of product (1.0 means a 100% yield; for example, 0.34 means a 34% yield). (1) The reactants are [CH:1]1([CH2:6][C@H:7]([N:11]2[CH2:19][C:18]3[C:13](=[CH:14][CH:15]=[CH:16][C:17]=3[C:20]([F:23])([F:22])[F:21])[C:12]2=[O:24])[C:8](O)=[O:9])[CH2:5][CH2:4][CH2:3][CH2:2]1.[CH3:25][O:26][CH2:27][CH2:28][N:29]1[CH:33]=[CH:32][C:31]([NH2:34])=[N:30]1.F[P-](F)(F)(F)(F)F.N1(O[P+](N(C)C)(N(C)C)N(C)C)C2C=CC=CC=2N=N1.C(N(CC)C(C)C)(C)C. The catalyst is C(Cl)Cl. The product is [CH:1]1([CH2:6][C@H:7]([N:11]2[CH2:19][C:18]3[C:13](=[CH:14][CH:15]=[CH:16][C:17]=3[C:20]([F:23])([F:22])[F:21])[C:12]2=[O:24])[C:8]([NH:34][C:31]2[CH:32]=[CH:33][N:29]([CH2:28][CH2:27][O:26][CH3:25])[N:30]=2)=[O:9])[CH2:5][CH2:4][CH2:3][CH2:2]1. The yield is 0.430. (2) The reactants are [CH:1]1([N:7]([CH2:12][CH:13](OC)[O:14]C)[C:8](=[O:11])[CH:9]=[CH2:10])[CH2:6][CH2:5][CH2:4][CH2:3][CH2:2]1.C1(C)C=CC(S(O)(=O)=O)=CC=1. The catalyst is ClCCl. The product is [CH:1]1([N:7]([CH2:12][CH:13]=[O:14])[C:8](=[O:11])[CH:9]=[CH2:10])[CH2:6][CH2:5][CH2:4][CH2:3][CH2:2]1. The yield is 0.250. (3) The reactants are [C:1]([N:9]1[CH2:14][CH2:13][C:12]([CH2:16][N:17]2[C:22](=[O:23])[C:21]3[CH:24]=[N:25][N:26]([C:27]4[CH:28]=[C:29]([CH:34]=[CH:35][CH:36]=4)[C:30]([O:32]C)=[O:31])[C:20]=3[N:19]=[CH:18]2)([OH:15])[CH2:11][CH2:10]1)(=[O:8])[C:2]1[CH:7]=[CH:6][CH:5]=[CH:4][CH:3]=1.FC(F)(F)C(O)=O.OC1(CN2C(=O)C3C=NN(C4C=C(C=CC=4)C(OC)=O)C=3N=C2)CCNCC1.C(O)(=O)C1C=CC=CC=1.[OH-].[Li+].Cl. The catalyst is O1CCCC1.O. The product is [C:1]([N:9]1[CH2:10][CH2:11][C:12]([CH2:16][N:17]2[C:22](=[O:23])[C:21]3[CH:24]=[N:25][N:26]([C:27]4[CH:28]=[C:29]([CH:34]=[CH:35][CH:36]=4)[C:30]([OH:32])=[O:31])[C:20]=3[N:19]=[CH:18]2)([OH:15])[CH2:13][CH2:14]1)(=[O:8])[C:2]1[CH:7]=[CH:6][CH:5]=[CH:4][CH:3]=1. The yield is 0.170. (4) The reactants are [Si:1]([O:8][CH2:9][CH:10]([N:19]1[CH:24]=[CH:23][C:22]([C:25]2[CH:30]=[CH:29][N:28]=[C:27](S(C)(=O)=O)[N:26]=2)=[CH:21][C:20]1=[O:35])[C:11]1[CH:16]=[CH:15][C:14]([Cl:17])=[C:13]([F:18])[CH:12]=1)([C:4]([CH3:7])([CH3:6])[CH3:5])([CH3:3])[CH3:2].[NH2:36][CH:37]1[CH2:42][CH:41]2[CH2:43][CH:38]1[C:39](=[O:44])[O:40]2.Cl. The catalyst is C(O)(CC)C. The product is [Si:1]([O:8][CH2:9][C@@H:10]([N:19]1[CH:24]=[CH:23][C:22]([C:25]2[CH:30]=[CH:29][N:28]=[C:27]([NH:36][CH:37]3[CH2:42][CH:41]4[CH2:43][CH:38]3[C:39](=[O:44])[O:40]4)[N:26]=2)=[CH:21][C:20]1=[O:35])[C:11]1[CH:16]=[CH:15][C:14]([Cl:17])=[C:13]([F:18])[CH:12]=1)([C:4]([CH3:7])([CH3:6])[CH3:5])([CH3:3])[CH3:2]. The yield is 1.00.